This data is from Catalyst prediction with 721,799 reactions and 888 catalyst types from USPTO. The task is: Predict which catalyst facilitates the given reaction. (1) Reactant: [Cl-].[Al+3].[Cl-].[Cl-].[F:5][C:6]1[CH:11]=[CH:10][C:9]([CH3:12])=[CH:8][CH:7]=1.[C:13](Cl)([CH3:16])([CH3:15])[CH3:14]. Product: [C:13]([C:7]1[CH:8]=[C:9]([CH3:12])[CH:10]=[CH:11][C:6]=1[F:5])([CH3:16])([CH3:15])[CH3:14]. The catalyst class is: 534. (2) Reactant: [N:1]([CH2:4][C:5]1[CH:10]=[C:9]([O:11][CH3:12])[CH:8]=[C:7]([F:13])[C:6]=1[F:14])=[N+]=[N-]. Product: [F:14][C:6]1[C:7]([F:13])=[CH:8][C:9]([O:11][CH3:12])=[CH:10][C:5]=1[CH2:4][NH2:1]. The catalyst class is: 50. (3) Reactant: [C:1]([O:5][C:6]([N:8]1[C:16]2[CH:15]=[C:14](Br)[N:13]=[CH:12][C:11]=2[C:10]([CH3:19])([CH3:18])[CH2:9]1)=[O:7])([CH3:4])([CH3:3])[CH3:2].[Cl:20][C:21]1[CH:26]=[CH:25][CH:24]=[CH:23][C:22]=1[OH:27].N1C=CC=CC=1C(O)=O.P([O-])([O-])([O-])=O.[K+].[K+].[K+]. Product: [C:1]([O:5][C:6]([N:8]1[C:16]2[CH:15]=[C:14]([O:27][C:22]3[CH:23]=[CH:24][CH:25]=[CH:26][C:21]=3[Cl:20])[N:13]=[CH:12][C:11]=2[C:10]([CH3:19])([CH3:18])[CH2:9]1)=[O:7])([CH3:4])([CH3:3])[CH3:2]. The catalyst class is: 156. (4) Reactant: I[C:2]1[CH:3]=[CH:4][CH:5]=[C:6]2[C:10]=1[NH:9][C:8](=[O:11])[C:7]2=[O:12].COCCOC.[C:19]1(B(O)O)[CH:24]=[CH:23][CH:22]=[CH:21][CH:20]=1.C(=O)(O)[O-].[Na+]. Product: [C:19]1([C:2]2[CH:3]=[CH:4][CH:5]=[C:6]3[C:10]=2[NH:9][C:8](=[O:11])[C:7]3=[O:12])[CH:24]=[CH:23][CH:22]=[CH:21][CH:20]=1. The catalyst class is: 6. (5) Reactant: [Br:1][C:2]1[CH:7]=[CH:6][C:5]([C:8]([C:10]2[CH:15]=[N:14][CH:13]=[CH:12][N:11]=2)=O)=[C:4]([F:16])[CH:3]=1.[NH:17]([C:19]([O:21][C:22]([CH3:25])([CH3:24])[CH3:23])=[O:20])[NH2:18]. Product: [Br:1][C:2]1[CH:7]=[CH:6][C:5]([C:8]([C:10]2[CH:15]=[N:14][CH:13]=[CH:12][N:11]=2)=[N:18][NH:17][C:19]([O:21][C:22]([CH3:25])([CH3:24])[CH3:23])=[O:20])=[C:4]([F:16])[CH:3]=1. The catalyst class is: 404. (6) The catalyst class is: 3. Product: [CH:1]1([C@H:5]([NH:7][C:8]2[N:16]=[C:15]([C:17]3[NH:38][N:37]=[N:36][N:18]=3)[N:14]=[C:13]3[C:9]=2[N:10]([CH2:28][C@H:29]2[CH2:30][CH2:31][C@H:32]([CH3:35])[CH2:33][CH2:34]2)[C:11]([C:19]2[CH:24]=[C:23]([CH:25]([CH3:27])[CH3:26])[CH:22]=[CH:21][N:20]=2)=[N:12]3)[CH3:6])[CH2:2][CH2:3][CH2:4]1. Reactant: [CH:1]1([C@H:5]([NH:7][C:8]2[N:16]=[C:15]([C:17]#[N:18])[N:14]=[C:13]3[C:9]=2[N:10]([CH2:28][C@H:29]2[CH2:34][CH2:33][C@H:32]([CH3:35])[CH2:31][CH2:30]2)[C:11]([C:19]2[CH:24]=[C:23]([CH:25]([CH3:27])[CH3:26])[CH:22]=[CH:21][N:20]=2)=[N:12]3)[CH3:6])[CH2:4][CH2:3][CH2:2]1.[N-:36]=[N+:37]=[N-:38].[Na+].[Cl-].[NH4+]. (7) Reactant: [C:1]([O:5][C:6]([NH:8][CH:9]([C@H:16]1[CH2:20][N:19]([C@@H:21]([C:23]2[CH:28]=[CH:27][CH:26]=[CH:25][CH:24]=2)[CH3:22])[C:18](=O)[CH2:17]1)[C:10]1[CH:15]=[CH:14][CH:13]=[CH:12][CH:11]=1)=[O:7])([CH3:4])([CH3:3])[CH3:2]. Product: [C:1]([O:5][C:6]([NH:8][CH:9]([C@@H:16]1[CH2:17][CH2:18][N:19]([C@@H:21]([C:23]2[CH:24]=[CH:25][CH:26]=[CH:27][CH:28]=2)[CH3:22])[CH2:20]1)[C:10]1[CH:15]=[CH:14][CH:13]=[CH:12][CH:11]=1)=[O:7])([CH3:2])([CH3:3])[CH3:4]. The catalyst class is: 7. (8) Reactant: [C:1]([O:5][C:6]([N:8]1[CH:12]([C:13]2[C:17]3[N:18]=[CH:19][NH:20][C:21](=[O:22])[C:16]=3[NH:15][CH:14]=2)[CH:11]([OH:23])[CH:10]([OH:24])[CH:9]1[CH2:25][OH:26])=[O:7])([CH3:4])([CH3:3])[CH3:2].[C:27](Cl)(=[O:34])[C:28]1[CH:33]=[CH:32][CH:31]=[CH:30][CH:29]=1.[C:36]([O-:39])(O)=O.[Na+].C([O:44][CH2:45][CH3:46])(=O)C.N1[CH:52]=[CH:51][CH:50]=[CH:49][CH:48]=1. Product: [C:1]([O:5][C:6]([N:8]1[CH:12]([C:13]2[C:17]3[N:18]=[CH:19][NH:20][C:21](=[O:22])[C:16]=3[NH:15][CH:14]=2)[CH:11]([O:23][C:27](=[O:34])[C:28]2[CH:33]=[CH:32][CH:31]=[CH:30][CH:29]=2)[CH:10]([O:24][C:45](=[O:44])[C:46]2[CH:52]=[CH:51][CH:50]=[CH:49][CH:48]=2)[CH:9]1[CH2:25][O:26][C:36](=[O:39])[C:28]1[CH:33]=[CH:32][CH:31]=[CH:30][CH:29]=1)=[O:7])([CH3:4])([CH3:3])[CH3:2]. The catalyst class is: 142.